From a dataset of Forward reaction prediction with 1.9M reactions from USPTO patents (1976-2016). Predict the product of the given reaction. (1) Given the reactants [CH2:1]([CH:5]([CH2:9][CH2:10][CH2:11][CH2:12][CH2:13][CH3:14])[C:6](Cl)=[O:7])[CH2:2][CH2:3][CH3:4].N[C:16]1[CH:17]=[C:18]([C:26]([O:28]C)=[O:27])[CH:19]=[C:20](C=1)[C:21]([O:23]C)=[O:22].C([N:32]([CH2:35][CH3:36])CC)C.O.O1CCC[CH2:39]1, predict the reaction product. The product is: [CH3:16][C:17]1[C:18]([C:26]([OH:28])=[O:27])=[CH:19][C:20]([C:21]([OH:23])=[O:22])=[C:36]([CH3:39])[C:35]=1[NH:32][C:6](=[O:7])[CH:5]([CH2:1][CH2:2][CH2:3][CH3:4])[CH2:9][CH2:10][CH2:11][CH2:12][CH2:13][CH3:14]. (2) The product is: [CH3:19][CH:20]([CH2:34][CH3:35])[CH2:21][NH:22][C:23](=[O:33])[C:24]1[CH:29]=[CH:28][C:27]([NH:30][C:8](=[O:9])[CH3:7])=[CH:26][CH:25]=1. Given the reactants [N+](C1C=C[C:7]([C:8](Cl)=[O:9])=CC=1)([O-])=O.CC(CC)CN.[CH3:19][CH:20]([CH2:34][CH3:35])[CH2:21][NH:22][C:23](=[O:33])[C:24]1[CH:29]=[CH:28][C:27]([N+:30]([O-])=O)=[CH:26][CH:25]=1, predict the reaction product. (3) Given the reactants [CH3:1][O:2][C:3]1[CH:8]=[CH:7][C:6]([C:9](=[O:12])[CH2:10][CH3:11])=[CH:5][CH:4]=1.[Li+].C[Si]([N-][Si](C)(C)C)(C)C.[F:23][C:24]([F:33])([F:32])[C:25](N1C=CN=C1)=[O:26], predict the reaction product. The product is: [F:33][C:24]([F:23])([F:32])[C:25](=[O:26])[CH:10]([CH3:11])[C:9]([C:6]1[CH:7]=[CH:8][C:3]([O:2][CH3:1])=[CH:4][CH:5]=1)=[O:12]. (4) Given the reactants [C:1]([O:5][C:6]([NH:8][CH2:9][CH2:10][CH2:11][CH2:12][C:13]1[CH:18]=[CH:17][C:16]([S:19]C(=O)N(C)C)=[CH:15][CH:14]=1)=[O:7])([CH3:4])([CH3:3])[CH3:2].[OH-].[K+], predict the reaction product. The product is: [C:1]([O:5][C:6](=[O:7])[NH:8][CH2:9][CH2:10][CH2:11][CH2:12][C:13]1[CH:14]=[CH:15][C:16]([SH:19])=[CH:17][CH:18]=1)([CH3:4])([CH3:2])[CH3:3]. (5) Given the reactants [OH:1][C:2]1[CH:3]=[C:4]([C:8]2[CH2:13][CH2:12][N:11]([C:14]([O:16][C:17]([CH3:20])([CH3:19])[CH3:18])=[O:15])[CH2:10][CH:9]=2)[CH:5]=[CH:6][CH:7]=1.C(=O)([O-])[O-].[K+].[K+].[Br-], predict the reaction product. The product is: [CH2:8]([O:1][C:2]1[CH:3]=[C:4]([C:8]2[CH2:13][CH2:12][N:11]([C:14]([O:16][C:17]([CH3:20])([CH3:19])[CH3:18])=[O:15])[CH2:10][CH:9]=2)[CH:5]=[CH:6][CH:7]=1)[C:4]1[CH:5]=[CH:6][CH:7]=[CH:2][CH:3]=1. (6) Given the reactants CS(O[CH2:6][C:7]1[CH:12]=[CH:11][C:10]([CH2:13][CH2:14][NH:15][C:16]([C:18]2[CH:23]=[CH:22][C:21]([C:24]3[CH:29]=[CH:28][C:27]([Cl:30])=[CH:26][CH:25]=3)=[CH:20][CH:19]=2)=[O:17])=[CH:9][CH:8]=1)(=O)=O.[CH3:31][NH:32][CH2:33][CH2:34][OH:35], predict the reaction product. The product is: [OH:35][CH2:34][CH2:33][N:32]([CH2:6][C:7]1[CH:8]=[CH:9][C:10]([CH2:13][CH2:14][NH:15][C:16]([C:18]2[CH:23]=[CH:22][C:21]([C:24]3[CH:25]=[CH:26][C:27]([Cl:30])=[CH:28][CH:29]=3)=[CH:20][CH:19]=2)=[O:17])=[CH:11][CH:12]=1)[CH3:31]. (7) Given the reactants [CH2:1]([O:3][C:4]([C:6]1[NH:7][C:8]2[C:13]([CH:14]=1)=[CH:12][C:11]([C:15]([N:17]1[CH2:23][CH2:22][CH2:21][N:20]([C:24]([O:26][C:27]([CH3:30])([CH3:29])[CH3:28])=[O:25])[CH2:19][CH2:18]1)=[O:16])=[CH:10][CH:9]=2)=[O:5])[CH3:2].C(=O)([O-])[O-].[Cs+].[Cs+].[CH:37](CS([O-])(=O)=O)([CH3:39])[CH3:38], predict the reaction product. The product is: [CH2:1]([O:3][C:4]([C:6]1[N:7]([CH:37]([CH3:39])[CH3:38])[C:8]2[C:13]([CH:14]=1)=[CH:12][C:11]([C:15]([N:17]1[CH2:23][CH2:22][CH2:21][N:20]([C:24]([O:26][C:27]([CH3:29])([CH3:28])[CH3:30])=[O:25])[CH2:19][CH2:18]1)=[O:16])=[CH:10][CH:9]=2)=[O:5])[CH3:2].